Dataset: Catalyst prediction with 721,799 reactions and 888 catalyst types from USPTO. Task: Predict which catalyst facilitates the given reaction. (1) Reactant: [C:1]([C:3]1[CH:4]=[CH:5][C:6]([C@@H:13]2[C:18]([C:19]#[N:20])=[C:17]([CH3:21])[N:16]([C:22]3[CH:27]=[CH:26][CH:25]=[C:24]([C:28]([F:31])([F:30])[F:29])[CH:23]=3)[C:15](=[O:32])[N:14]2[CH3:33])=[C:7]([S:9](Cl)(=[O:11])=[O:10])[CH:8]=1)#[N:2].[NH2:34][N:35]1[CH2:40][CH2:39][O:38][CH2:37][CH2:36]1.C(N(CC)CC)C. Product: [C:1]([C:3]1[CH:4]=[CH:5][C:6]([C@@H:13]2[C:18]([C:19]#[N:20])=[C:17]([CH3:21])[N:16]([C:22]3[CH:27]=[CH:26][CH:25]=[C:24]([C:28]([F:31])([F:30])[F:29])[CH:23]=3)[C:15](=[O:32])[N:14]2[CH3:33])=[C:7]([S:9]([NH:34][N:35]2[CH2:40][CH2:39][O:38][CH2:37][CH2:36]2)(=[O:11])=[O:10])[CH:8]=1)#[N:2]. The catalyst class is: 1. (2) Reactant: [CH3:1][C:2]1[N:3]([CH2:32][C:33]([O:35][CH2:36][CH3:37])=[O:34])[C:4]2[CH2:5][C:6]([CH3:31])([CH3:30])[CH2:7][C:8](=[O:29])[C:9]=2[C:10]=1[CH2:11][C:12]1[CH:17]=[CH:16][CH:15]=[CH:14][C:13]=1[NH:18][S:19]([C:22]1[CH:27]=[CH:26][C:25]([CH3:28])=[CH:24][CH:23]=1)(=[O:21])=[O:20].[C:38](=O)([O-])[O-].[K+].[K+].CI. Product: [CH3:38][N:18]([C:13]1[CH:14]=[CH:15][CH:16]=[CH:17][C:12]=1[CH2:11][C:10]1[C:9]2[C:8](=[O:29])[CH2:7][C:6]([CH3:31])([CH3:30])[CH2:5][C:4]=2[N:3]([CH2:32][C:33]([O:35][CH2:36][CH3:37])=[O:34])[C:2]=1[CH3:1])[S:19]([C:22]1[CH:23]=[CH:24][C:25]([CH3:28])=[CH:26][CH:27]=1)(=[O:21])=[O:20]. The catalyst class is: 10. (3) Reactant: Br[C:2]1[C:3]2[N:4]([N:8]=[C:9]([NH:11][C:12]([CH:14]3[CH2:16][CH2:15]3)=[O:13])[CH:10]=2)[CH:5]=[CH:6][CH:7]=1.[CH:17]([C:19]1[CH:24]=[CH:23][C:22](B(O)O)=[CH:21][CH:20]=1)=[O:18].C([O-])([O-])=O.[Na+].[Na+].O. Product: [CH:17]([C:19]1[CH:24]=[CH:23][C:22]([C:2]2[C:3]3[N:4]([N:8]=[C:9]([NH:11][C:12]([CH:14]4[CH2:16][CH2:15]4)=[O:13])[CH:10]=3)[CH:5]=[CH:6][CH:7]=2)=[CH:21][CH:20]=1)=[O:18]. The catalyst class is: 12. (4) Reactant: [OH-].[Na+].[C:3]([O:7][C:8]([NH:10][NH:11][CH:12]([C:20]1[CH:25]=[CH:24][C:23]([F:26])=[CH:22][CH:21]=1)[CH2:13][CH2:14][CH2:15][C:16](OC)=[O:17])=[O:9])([CH3:6])([CH3:5])[CH3:4].Cl. Product: [C:3]([O:7][C:8](=[O:9])[NH:10][N:11]1[C:16](=[O:17])[CH2:15][CH2:14][CH2:13][CH:12]1[C:20]1[CH:25]=[CH:24][C:23]([F:26])=[CH:22][CH:21]=1)([CH3:6])([CH3:5])[CH3:4]. The catalyst class is: 5. (5) Reactant: [O:1]=[C:2]1[C:6]2([CH2:11][CH2:10][NH:9][CH2:8][CH2:7]2)[N:5]([C:12]2[CH:17]=[CH:16][CH:15]=[CH:14][CH:13]=2)[CH2:4][N:3]1[CH2:18][C:19]1[CH:31]=[CH:30][CH:29]=[CH:28][C:20]=1[C:21]([O:23][C:24]([CH3:27])([CH3:26])[CH3:25])=[O:22].[I-].[Na+].C(=O)([O-])[O-].[K+].[K+].Cl[CH2:41][CH2:42][CH2:43][N:44]1[C:52]2[C:47](=[CH:48][CH:49]=[CH:50][CH:51]=2)[C:46]([F:54])([CH3:53])[C:45]1=[O:55]. Product: [F:54][C:46]1([CH3:53])[C:47]2[C:52](=[CH:51][CH:50]=[CH:49][CH:48]=2)[N:44]([CH2:43][CH2:42][CH2:41][N:9]2[CH2:8][CH2:7][C:6]3([N:5]([C:12]4[CH:13]=[CH:14][CH:15]=[CH:16][CH:17]=4)[CH2:4][N:3]([CH2:18][C:19]4[CH:31]=[CH:30][CH:29]=[CH:28][C:20]=4[C:21]([O:23][C:24]([CH3:27])([CH3:25])[CH3:26])=[O:22])[C:2]3=[O:1])[CH2:11][CH2:10]2)[C:45]1=[O:55]. The catalyst class is: 131. (6) Product: [Cl:1][C:2]1[CH:3]=[C:4]([CH:8]=[CH:9][C:10]=1[Cl:11])[C:5]([NH:21][C:12]([CH3:14])([C:15]1[CH:20]=[CH:19][CH:18]=[CH:17][CH:16]=1)[CH3:13])=[O:6]. The catalyst class is: 154. Reactant: [Cl:1][C:2]1[CH:3]=[C:4]([CH:8]=[CH:9][C:10]=1[Cl:11])[C:5](Cl)=[O:6].[C:12]([NH2:21])([C:15]1[CH:20]=[CH:19][CH:18]=[CH:17][CH:16]=1)([CH3:14])[CH3:13].C(N(CC)CC)C. (7) Reactant: Br[C:2]1[N:3]=[C:4]([CH:7]([O:20][Si:21]([C:24]([CH3:27])([CH3:26])[CH3:25])([CH3:23])[CH3:22])[CH2:8][CH2:9][CH2:10][CH2:11][CH2:12][CH2:13][C:14]2[CH:19]=[CH:18][CH:17]=[CH:16][CH:15]=2)[O:5][CH:6]=1.[I:28]I. Product: [Si:21]([O:20][CH:7]([C:4]1[O:5][CH:6]=[C:2]([I:28])[N:3]=1)[CH2:8][CH2:9][CH2:10][CH2:11][CH2:12][CH2:13][C:14]1[CH:19]=[CH:18][CH:17]=[CH:16][CH:15]=1)([C:24]([CH3:27])([CH3:26])[CH3:25])([CH3:23])[CH3:22]. The catalyst class is: 1.